Dataset: Full USPTO retrosynthesis dataset with 1.9M reactions from patents (1976-2016). Task: Predict the reactants needed to synthesize the given product. (1) Given the product [CH:1]1([C:6]2[CH:7]=[C:8]([C:9]3[O:11][N:24]=[C:22]([C:21]4[CH:26]=[C:27]([CH3:34])[C:28]([NH:29][S:30]([CH3:33])(=[O:32])=[O:31])=[C:19]([CH2:17][CH3:18])[CH:20]=4)[N:23]=3)[CH:12]=[C:13]([O:15][CH3:16])[N:14]=2)[CH2:2][CH2:3][CH2:4][CH2:5]1, predict the reactants needed to synthesize it. The reactants are: [CH:1]1([C:6]2[CH:7]=[C:8]([CH:12]=[C:13]([O:15][CH3:16])[N:14]=2)[C:9]([OH:11])=O)[CH2:5][CH2:4][CH2:3][CH2:2]1.[CH2:17]([C:19]1[CH:20]=[C:21]([CH:26]=[C:27]([CH3:34])[C:28]=1[NH:29][S:30]([CH3:33])(=[O:32])=[O:31])[C:22]([NH:24]O)=[NH:23])[CH3:18]. (2) Given the product [Br:25][C:13]1[N:9]2[N:10]=[CH:11][CH:12]=[C:7]([N:4]3[CH2:3][CH2:2][O:1][CH2:6][CH2:5]3)[C:8]2=[N:15][C:14]=1[CH2:16][OH:17], predict the reactants needed to synthesize it. The reactants are: [O:1]1[CH2:6][CH2:5][N:4]([C:7]2[C:8]3[N:9]([CH:13]=[C:14]([CH2:16][OH:17])[N:15]=3)[N:10]=[CH:11][CH:12]=2)[CH2:3][CH2:2]1.C1C(=O)N([Br:25])C(=O)C1.